This data is from Full USPTO retrosynthesis dataset with 1.9M reactions from patents (1976-2016). The task is: Predict the reactants needed to synthesize the given product. (1) Given the product [OH2:6].[C:27]([OH:36])(=[O:35])[C:28]1[C:29](=[CH:31][CH:32]=[CH:33][CH:34]=1)[OH:30].[NH:13]=[C:14]([NH:16][CH2:17][CH2:18][S:19][CH2:20][C@@:21]([CH3:26])([C:23]([OH:25])=[O:24])[NH2:22])[CH3:15], predict the reactants needed to synthesize it. The reactants are: O.O.C(O)(=O)C1C(=CC=CC=1)[OH:6].[NH:13]=[C:14]([NH:16][CH2:17][CH2:18][S:19][CH2:20][C@@:21]([CH3:26])([C:23]([OH:25])=[O:24])[NH2:22])[CH3:15].[C:27]([OH:36])(=[O:35])[C:28]1[C:29](=[CH:31][CH:32]=[CH:33][CH:34]=1)[OH:30]. (2) Given the product [NH2:21][CH2:20][C@@H:4]1[O:3][C:2](=[O:1])[N:6]([C:7]2[CH:12]=[CH:11][C:10]([N:13]3[CH2:18][CH2:17][O:16][CH2:15][C:14]3=[O:19])=[CH:9][CH:8]=2)[CH2:5]1, predict the reactants needed to synthesize it. The reactants are: [O:1]=[C:2]1[N:6]([C:7]2[CH:12]=[CH:11][C:10]([N:13]3[CH2:18][CH2:17][O:16][CH2:15][C:14]3=[O:19])=[CH:9][CH:8]=2)[CH2:5][C@H:4]([CH2:20][N:21]2C(=O)C3C(=CC=CC=3)C2=O)[O:3]1.CO.CN. (3) Given the product [O:18]1[CH:11]2[CH:10]1[CH2:9][CH:8]1[C:13](=[O:14])[N:4]([CH2:1][CH:2]=[CH2:3])[C:5](=[O:6])[CH:7]1[CH2:12]2, predict the reactants needed to synthesize it. The reactants are: [CH2:1]([N:4]1[C:13](=[O:14])[CH:8]2[CH2:9][CH:10]=[CH:11][CH2:12][CH:7]2[C:5]1=[O:6])[CH:2]=[CH2:3].NCP(=O)(O)[OH:18].O.OO. (4) Given the product [C:8]1([CH:4]2[C:3]3=[N:15][C:16]([NH2:17])=[N:1][N:2]3[CH2:7][CH2:6][O:5]2)[CH:13]=[CH:12][CH:11]=[CH:10][CH:9]=1, predict the reactants needed to synthesize it. The reactants are: [NH2:1][N:2]1[CH2:7][CH2:6][O:5][CH:4]([C:8]2[CH:13]=[CH:12][CH:11]=[CH:10][CH:9]=2)[C:3]1=O.[N:15]#[C:16][NH2:17].O.C1(C)C=CC(S(O)(=O)=O)=CC=1.C(N(CC)CC)C. (5) Given the product [C:48]([O:47][C:45]([N:52]1[CH2:56][CH2:55][C@H:54]([O:24][C:22]2[CH:21]=[C:20]([F:25])[CH:19]=[C:18]([C:10]3[CH:11]=[C:12]([NH:14][C:15](=[O:17])[CH3:16])[N:13]=[C:8]([N:4]4[C:5]([CH3:7])=[CH:6][C:2]([CH3:1])=[N:3]4)[N:9]=3)[CH:23]=2)[CH2:53]1)=[O:46])([CH3:51])([CH3:49])[CH3:50], predict the reactants needed to synthesize it. The reactants are: [CH3:1][C:2]1[CH:6]=[C:5]([CH3:7])[N:4]([C:8]2[N:13]=[C:12]([NH:14][C:15](=[O:17])[CH3:16])[CH:11]=[C:10]([C:18]3[CH:23]=[C:22]([OH:24])[CH:21]=[C:20]([F:25])[CH:19]=3)[N:9]=2)[N:3]=1.C1(P(C2C=CC=CC=2)C2C=CC=CC=2)C=CC=CC=1.[C:45]([N:52]1[CH2:56][CH2:55][C@@H:54](O)[CH2:53]1)([O:47][C:48]([CH3:51])([CH3:50])[CH3:49])=[O:46].N(C(OCC)=O)=NC(OCC)=O.C([O-])(O)=O.[Na+]. (6) Given the product [CH:14]([C:13]([O:20][CH3:21])=[O:19])([C:15]([O:17][CH3:18])=[O:16])[CH2:3][CH:2]([C:1]([O:10][CH3:11])=[O:9])[CH2:4][C:5]([O:7][CH3:8])=[O:6], predict the reactants needed to synthesize it. The reactants are: [C:1]([O:10][CH3:11])(=[O:9])[C:2]([CH2:4][C:5]([O:7][CH3:8])=[O:6])=[CH2:3].[Na].[C:13]([O:20][CH3:21])(=[O:19])[CH2:14][C:15]([O:17][CH3:18])=[O:16].[H-].[Na+]. (7) Given the product [C:11]([OH:16])(=[O:15])[CH2:12][CH2:14][C:17]([OH:20])=[O:19].[O:1]=[CH:2][C@@H:3]([C@H:5]([C@@H:7]([CH2:9][OH:10])[OH:8])[OH:6])[OH:4], predict the reactants needed to synthesize it. The reactants are: [O:1]=[CH:2][C@@H:3]([C@H:5]([C@@H:7]([CH2:9][OH:10])[OH:8])[OH:6])[OH:4].[C:11]([OH:16])(=[O:15])[C@@H:12]([CH3:14])O.[C:17]([OH:20])(=[O:19])C. (8) Given the product [C:11]([C:10]1[CH:13]=[CH:14][C:15]([N:17]2[C:25]3[C:20](=[C:21]([O:26][S:38]([C:41]([F:44])([F:43])[F:42])(=[O:40])=[O:39])[CH:22]=[CH:23][CH:24]=3)[C:19]([C:27]([F:29])([F:30])[F:28])=[N:18]2)=[CH:16][C:9]=1[NH:8][C@H:5]1[CH2:6][CH2:7][C@H:2]([OH:1])[CH2:3][CH2:4]1)#[N:12], predict the reactants needed to synthesize it. The reactants are: [OH:1][C@H:2]1[CH2:7][CH2:6][C@H:5]([NH:8][C:9]2[CH:16]=[C:15]([N:17]3[C:25]4[C:20](=[C:21]([OH:26])[CH:22]=[CH:23][CH:24]=4)[C:19]([C:27]([F:30])([F:29])[F:28])=[N:18]3)[CH:14]=[CH:13][C:10]=2[C:11]#[N:12])[CH2:4][CH2:3]1.C1C=CC(N([S:38]([C:41]([F:44])([F:43])[F:42])(=[O:40])=[O:39])[S:38]([C:41]([F:44])([F:43])[F:42])(=[O:40])=[O:39])=CC=1.[Cl-].[Na+]. (9) Given the product [C:1]([O:5][C:6]([N:8]1[CH2:12][CH2:11][C@@H:10]([O:13][CH3:16])[CH2:9]1)=[O:7])([CH3:4])([CH3:2])[CH3:3], predict the reactants needed to synthesize it. The reactants are: [C:1]([O:5][C:6]([N:8]1[CH2:12][CH2:11][C@@H:10]([OH:13])[CH2:9]1)=[O:7])([CH3:4])([CH3:3])[CH3:2].[H-].[Na+].[CH3:16]I.